This data is from NCI-60 drug combinations with 297,098 pairs across 59 cell lines. The task is: Regression. Given two drug SMILES strings and cell line genomic features, predict the synergy score measuring deviation from expected non-interaction effect. (1) Drug 1: C1=NC2=C(N1)C(=S)N=C(N2)N. Drug 2: CS(=O)(=O)OCCCCOS(=O)(=O)C. Cell line: M14. Synergy scores: CSS=34.7, Synergy_ZIP=4.82, Synergy_Bliss=4.79, Synergy_Loewe=-40.5, Synergy_HSA=0.870. (2) Drug 1: COC1=CC(=CC(=C1O)OC)C2C3C(COC3=O)C(C4=CC5=C(C=C24)OCO5)OC6C(C(C7C(O6)COC(O7)C8=CC=CS8)O)O. Drug 2: C1=CN(C=N1)CC(O)(P(=O)(O)O)P(=O)(O)O. Cell line: SF-539. Synergy scores: CSS=6.75, Synergy_ZIP=-12.9, Synergy_Bliss=-23.4, Synergy_Loewe=-51.4, Synergy_HSA=-21.2. (3) Drug 1: C1C(C(OC1N2C=C(C(=O)NC2=O)F)CO)O. Drug 2: C1=NC2=C(N=C(N=C2N1C3C(C(C(O3)CO)O)O)F)N. Cell line: NCI-H322M. Synergy scores: CSS=2.70, Synergy_ZIP=-2.11, Synergy_Bliss=0.0380, Synergy_Loewe=-11.7, Synergy_HSA=-4.55. (4) Drug 1: C1CC(=O)NC(=O)C1N2CC3=C(C2=O)C=CC=C3N. Drug 2: C1CNP(=O)(OC1)N(CCCl)CCCl. Cell line: DU-145. Synergy scores: CSS=1.92, Synergy_ZIP=-0.982, Synergy_Bliss=-2.81, Synergy_Loewe=-3.61, Synergy_HSA=-3.39. (5) Drug 1: CNC(=O)C1=CC=CC=C1SC2=CC3=C(C=C2)C(=NN3)C=CC4=CC=CC=N4. Drug 2: C1=CC(=CC=C1CCC2=CNC3=C2C(=O)NC(=N3)N)C(=O)NC(CCC(=O)O)C(=O)O. Cell line: M14. Synergy scores: CSS=25.6, Synergy_ZIP=3.98, Synergy_Bliss=4.20, Synergy_Loewe=-9.40, Synergy_HSA=1.16.